Dataset: Catalyst prediction with 721,799 reactions and 888 catalyst types from USPTO. Task: Predict which catalyst facilitates the given reaction. (1) Reactant: [CH2:1]([C:9]1[CH:14]=[CH:13][C:12]([OH:15])=[CH:11][CH:10]=1)[CH2:2][CH2:3][CH2:4][CH2:5][CH2:6][CH2:7][CH3:8].C([O-])([O-])=O.[K+].[K+].Br[CH2:23][CH2:24][CH2:25][C:26]([O:28][CH2:29][CH3:30])=[O:27]. Product: [CH2:29]([O:28][C:26](=[O:27])[CH2:25][CH2:24][CH2:23][O:15][C:12]1[CH:11]=[CH:10][C:9]([CH2:1][CH2:2][CH2:3][CH2:4][CH2:5][CH2:6][CH2:7][CH3:8])=[CH:14][CH:13]=1)[CH3:30]. The catalyst class is: 21. (2) The catalyst class is: 9. Reactant: [O:1]=[C:2]1[NH:7][C:6]2[CH:8]=[C:9]([C:12]([OH:14])=O)[CH:10]=[CH:11][C:5]=2[S:4][CH2:3]1.[CH3:15][O:16][C:17]1[CH:18]=[C:19]2[C:24](=[CH:25][CH:26]=1)[N:23]=[CH:22][C:21]([S:27][CH2:28][CH2:29][N:30]1[CH2:35][CH2:34][CH:33]([NH2:36])[CH2:32][CH2:31]1)=[CH:20]2.ON1C2C=CC=CC=2N=N1.Cl.CN(C)CCCN=C=NCC.C(N(CC)C(C)C)(C)C. Product: [CH3:15][O:16][C:17]1[CH:18]=[C:19]2[C:24](=[CH:25][CH:26]=1)[N:23]=[CH:22][C:21]([S:27][CH2:28][CH2:29][N:30]1[CH2:35][CH2:34][CH:33]([NH:36][C:12]([C:9]3[CH:10]=[CH:11][C:5]4[S:4][CH2:3][C:2](=[O:1])[NH:7][C:6]=4[CH:8]=3)=[O:14])[CH2:32][CH2:31]1)=[CH:20]2. (3) Reactant: C([SiH](CC)CC)C.[CH2:8]([O:10][C:11]([C:13]1[NH:14][C:15]([C:18](=O)[CH2:19][C:20]2[CH:25]=[CH:24][CH:23]=[CH:22][CH:21]=2)=[CH:16][CH:17]=1)=[O:12])[CH3:9]. Product: [CH2:8]([O:10][C:11]([C:13]1[NH:14][C:15]([CH2:18][CH2:19][C:20]2[CH:25]=[CH:24][CH:23]=[CH:22][CH:21]=2)=[CH:16][CH:17]=1)=[O:12])[CH3:9]. The catalyst class is: 55. (4) Reactant: C(N(CC)CC)C.[CH3:8][S:9](Cl)(=[O:11])=[O:10].[NH:13]1[CH2:18][CH2:17][C:16]([C:19]2[CH:24]=[CH:23][C:22]([N:25]3[CH2:29][C@H:28]([CH2:30][NH:31][C:32](=[O:34])[CH3:33])[O:27][C:26]3=[O:35])=[CH:21][CH:20]=2)=[CH:15][CH2:14]1. Product: [CH3:8][S:9]([N:13]1[CH2:18][CH2:17][C:16]([C:19]2[CH:24]=[CH:23][C:22]([N:25]3[CH2:29][C@H:28]([CH2:30][NH:31][C:32](=[O:34])[CH3:33])[O:27][C:26]3=[O:35])=[CH:21][CH:20]=2)=[CH:15][CH2:14]1)(=[O:11])=[O:10]. The catalyst class is: 4.